This data is from Full USPTO retrosynthesis dataset with 1.9M reactions from patents (1976-2016). The task is: Predict the reactants needed to synthesize the given product. Given the product [CH:52]1([O:51][C:50]([NH:1][C@@H:2]2[C:16](=[O:17])[N:15]3[CH2:18][C@H:19]([O:21][C:22]4[CH:27]=[C:26]([C:28]5[CH:33]=[CH:32][CH:31]=[CH:30][N:29]=5)[N:25]=[C:24]5[CH:34]=[CH:35][S:36][C:23]=45)[CH2:20][C@H:14]3[C:13](=[O:37])[NH:12][C@:11]3([C:39]([O:41][CH3:42])=[O:40])[CH2:38][C@H:10]3[CH:9]=[CH:8][CH2:7][CH2:6][CH2:5][CH2:4][CH2:3]2)=[O:56])[CH2:55][CH2:54][CH2:53]1, predict the reactants needed to synthesize it. The reactants are: [NH2:1][CH:2]1[C:16](=[O:17])[N:15]2[CH2:18][C@H:19]([O:21][C:22]3[CH:27]=[C:26]([C:28]4[CH:33]=[CH:32][CH:31]=[CH:30][N:29]=4)[N:25]=[C:24]4[CH:34]=[CH:35][S:36][C:23]=34)[CH2:20][C@H:14]2[C:13](=[O:37])[NH:12][C@:11]2([C:39]([O:41][CH3:42])=[O:40])[CH2:38][C@H:10]2[CH:9]=[CH:8][CH2:7][CH2:6][CH2:5][CH2:4][CH2:3]1.C(N(CC)CC)C.[C:50](=O)([O:56]C1C=CC([N+]([O-])=O)=CC=1)[O:51][CH:52]1[CH2:55][CH2:54][CH2:53]1.C(=O)(O)[O-].[Na+].